Dataset: Forward reaction prediction with 1.9M reactions from USPTO patents (1976-2016). Task: Predict the product of the given reaction. (1) Given the reactants Cl[C:2]1[CH:7]=[CH:6][N:5]=[C:4]([CH2:8][CH3:9])[C:3]=1[C:10]#[C:11][C:12]1[CH:13]=[CH:14][C:15]([NH2:18])=[N:16][CH:17]=1.[CH:19]1([C:22]2[CH:27]=[CH:26][C:25](B(O)O)=[CH:24][N:23]=2)[CH2:21][CH2:20]1.C([O-])([O-])=O.[K+].[K+], predict the reaction product. The product is: [CH:19]1([C:22]2[N:23]=[CH:24][C:25]([C:2]3[CH:7]=[CH:6][N:5]=[C:4]([CH2:8][CH3:9])[C:3]=3[C:10]#[C:11][C:12]3[CH:13]=[CH:14][C:15]([NH2:18])=[N:16][CH:17]=3)=[CH:26][CH:27]=2)[CH2:21][CH2:20]1. (2) Given the reactants Br[C:2]1[CH:7]=[CH:6][CH:5]=[C:4]([CH3:8])[N:3]=1.C([Li])CCC.[CH2:14]([Sn:18](Cl)([CH2:23][CH2:24][CH2:25][CH3:26])[CH2:19][CH2:20][CH2:21][CH3:22])[CH2:15][CH2:16][CH3:17].O, predict the reaction product. The product is: [CH3:8][C:4]1[CH:5]=[CH:6][CH:7]=[C:2]([Sn:18]([CH2:19][CH2:20][CH2:21][CH3:22])([CH2:23][CH2:24][CH2:25][CH3:26])[CH2:14][CH2:15][CH2:16][CH3:17])[N:3]=1. (3) Given the reactants [Br:1][C:2]1[CH:11]=[C:10]2[C:5]([CH:6]=[CH:7][O:8][C:9]2=O)=[C:4]([N+:13]([O-:15])=[O:14])[CH:3]=1.[NH3:16], predict the reaction product. The product is: [Br:1][C:2]1[CH:11]=[C:10]2[C:5]([CH:6]=[CH:7][NH:16][C:9]2=[O:8])=[C:4]([N+:13]([O-:15])=[O:14])[CH:3]=1.